Dataset: Full USPTO retrosynthesis dataset with 1.9M reactions from patents (1976-2016). Task: Predict the reactants needed to synthesize the given product. (1) Given the product [Cl:8][C:7]1[N:6]=[CH:5][C:4]([S:9]([NH:12][C:13]2[CH:22]=[CH:21][C:16]([C:17]([O:19][CH3:20])=[O:18])=[C:15]([OH:23])[CH:14]=2)(=[O:11])=[O:10])=[CH:3][C:2]=1[C:29]1[CH:28]=[CH:27][CH:26]=[C:25]([F:24])[CH:30]=1, predict the reactants needed to synthesize it. The reactants are: Br[C:2]1[CH:3]=[C:4]([S:9]([NH:12][C:13]2[CH:22]=[CH:21][C:16]([C:17]([O:19][CH3:20])=[O:18])=[C:15]([OH:23])[CH:14]=2)(=[O:11])=[O:10])[CH:5]=[N:6][C:7]=1[Cl:8].[F:24][C:25]1[CH:26]=[C:27](B(O)O)[CH:28]=[CH:29][CH:30]=1. (2) Given the product [Br:9][C:5]1[CH:6]=[C:7]([CH3:8])[C:2]([N:10]2[CH2:15][CH2:14][O:13][CH2:12][CH2:11]2)=[N:3][CH:4]=1, predict the reactants needed to synthesize it. The reactants are: Br[C:2]1[C:7]([CH3:8])=[CH:6][C:5]([Br:9])=[CH:4][N:3]=1.[NH:10]1[CH2:15][CH2:14][O:13][CH2:12][CH2:11]1. (3) The reactants are: COCCOC.CC1(C)C(C)(C)OB([C:15]2[CH:20]=[CH:19][N:18]=[CH:17][CH:16]=2)O1.C(=O)([O-])[O-].[Na+].[Na+].[CH2:28]([O:35][C:36]1[CH:63]=[C:62](I)[CH:61]=[CH:60][C:37]=1[C:38]([NH:40][C:41]1[CH:53]=[C:52]([C:54]2[CH:59]=[CH:58][CH:57]=[CH:56][CH:55]=2)[CH:51]=[CH:50][C:42]=1[C:43]([O:45][C:46]([CH3:49])([CH3:48])[CH3:47])=[O:44])=[O:39])[C:29]1[CH:34]=[CH:33][CH:32]=[CH:31][CH:30]=1. Given the product [CH2:28]([O:35][C:36]1[CH:63]=[C:62]([C:15]2[CH:16]=[CH:17][N:18]=[CH:19][CH:20]=2)[CH:61]=[CH:60][C:37]=1[C:38]([NH:40][C:41]1[CH:53]=[C:52]([C:54]2[CH:59]=[CH:58][CH:57]=[CH:56][CH:55]=2)[CH:51]=[CH:50][C:42]=1[C:43]([O:45][C:46]([CH3:49])([CH3:48])[CH3:47])=[O:44])=[O:39])[C:29]1[CH:30]=[CH:31][CH:32]=[CH:33][CH:34]=1, predict the reactants needed to synthesize it. (4) Given the product [F:1][CH2:2][O:3][C:4]1[CH:11]=[CH:10][C:7]([CH2:8][NH2:9])=[CH:6][CH:5]=1, predict the reactants needed to synthesize it. The reactants are: [F:1][CH2:2][O:3][C:4]1[CH:11]=[CH:10][C:7]([C:8]#[N:9])=[CH:6][CH:5]=1.Cl. (5) Given the product [C:5]1([C:8]2[CH:13]=[CH:12][CH:11]=[CH:10][CH:9]=2)[CH:6]=[CH:7][C:2]([C:17]#[C:16][CH2:15][CH2:14][OH:18])=[CH:3][CH:4]=1, predict the reactants needed to synthesize it. The reactants are: I[C:2]1[CH:7]=[CH:6][C:5]([C:8]2[CH:13]=[CH:12][CH:11]=[CH:10][CH:9]=2)=[CH:4][CH:3]=1.[CH2:14]([OH:18])[CH2:15][C:16]#[CH:17]. (6) Given the product [O:9]1[C:8]2=[C:25]3[C:4](=[CH:5][CH:6]=[C:7]2[O:12][CH2:11][CH:10]1[CH2:13][O:14][S:15]([C:18]1[CH:23]=[CH:22][C:21]([CH3:24])=[CH:20][CH:19]=1)(=[O:17])=[O:16])[N:1]=[CH:28][CH:27]=[CH:26]3, predict the reactants needed to synthesize it. The reactants are: [N+:1]([C:4]1[CH:5]=[CH:6][C:7]2[O:12][CH2:11][C@H:10]([CH2:13][O:14][S:15]([C:18]3[CH:23]=[CH:22][C:21]([CH3:24])=[CH:20][CH:19]=3)(=[O:17])=[O:16])[O:9][C:8]=2[C:25]=1[CH:26]=[CH:27][CH:28]=O)([O-])=O.O. (7) Given the product [C:15]([O:14][C:12]([C:11]1[C:10]([OH:9])=[C:22]([C:23]([F:26])([F:24])[F:25])[CH:21]=[CH:20][C:19]=1[CH2:27][O:28][C:29]1[CH:34]=[CH:33][C:32]([C:35]2[CH:36]=[CH:37][C:38]([CH2:41][C:42]([OH:44])=[O:43])=[CH:39][CH:40]=2)=[C:31]([Cl:48])[CH:30]=1)=[O:13])([CH3:18])([CH3:16])[CH3:17], predict the reactants needed to synthesize it. The reactants are: N1CCCC1.C([O:9][C:10]1[C:22]([C:23]([F:26])([F:25])[F:24])=[CH:21][CH:20]=[C:19]([CH2:27][O:28][C:29]2[CH:34]=[CH:33][C:32]([C:35]3[CH:40]=[CH:39][C:38]([CH2:41][C:42]([O:44]CC=C)=[O:43])=[CH:37][CH:36]=3)=[C:31]([Cl:48])[CH:30]=2)[C:11]=1[C:12]([O:14][C:15]([CH3:18])([CH3:17])[CH3:16])=[O:13])C=C.